From a dataset of Forward reaction prediction with 1.9M reactions from USPTO patents (1976-2016). Predict the product of the given reaction. (1) Given the reactants [Cl:1][C:2]1[N:3]=[C:4]([C:8]([NH:10][C@H:11]2[CH2:16][CH2:15][N:14]([C:17]3[S:18][C:19]([C:22](O)=[O:23])=[CH:20][N:21]=3)[CH2:13][C@H:12]2[O:25][CH3:26])=[O:9])[NH:5][C:6]=1[CH3:7].[CH3:27][O:28][NH2:29].CCN=C=NCCCN(C)C.Cl, predict the reaction product. The product is: [Cl:1][C:2]1[N:3]=[C:4]([C:8]([NH:10][C@H:11]2[CH2:16][CH2:15][N:14]([C:17]3[S:18][C:19]([C:22]([NH:29][O:28][CH3:27])=[O:23])=[CH:20][N:21]=3)[CH2:13][C@H:12]2[O:25][CH3:26])=[O:9])[NH:5][C:6]=1[CH3:7]. (2) Given the reactants [C:1]1([CH3:20])[CH:6]=[CH:5][C:4]([NH:7][CH2:8][CH2:9][C:10]2[CH:11]=[N:12][C:13]([C:16]([F:19])([F:18])[F:17])=[CH:14][CH:15]=2)=[CH:3][CH:2]=1.[C:21]([C:29](O)=[O:30])(=[O:28])[C:22]1[CH:27]=[CH:26][CH:25]=[CH:24][CH:23]=1, predict the reaction product. The product is: [OH:28][C@H:21]([C:22]1[CH:27]=[CH:26][CH:25]=[CH:24][CH:23]=1)[C:29]([N:7]([C:4]1[CH:3]=[CH:2][C:1]([CH3:20])=[CH:6][CH:5]=1)[CH2:8][CH2:9][C:10]1[CH:11]=[N:12][C:13]([C:16]([F:19])([F:17])[F:18])=[CH:14][CH:15]=1)=[O:30].